From a dataset of Reaction yield outcomes from USPTO patents with 853,638 reactions. Predict the reaction yield, written as a fraction of the theoretical maximum amount of product (1.0 means a 100% yield; for example, 0.34 means a 34% yield). The reactants are [NH2:1][CH2:2][C:3]1[CH:8]=[CH:7][C:6]([NH:9][C:10]2[CH:15]=[CH:14][CH:13]=[CH:12][CH:11]=2)=[CH:5][CH:4]=1.[NH2:16][C:17]1[N:25]=[C:24]([Cl:26])[CH:23]=[CH:22][C:18]=1[C:19](O)=[O:20].F[P-](F)(F)(F)(F)F.N1(O[P+](N(C)C)(N(C)C)N(C)C)C2C=CC=CC=2N=N1.C(N(CC)CC)C. The catalyst is CN(C)C=O.O.C(OCC)(=O)C. The product is [NH2:16][C:17]1[N:25]=[C:24]([Cl:26])[CH:23]=[CH:22][C:18]=1[C:19]([NH:1][CH2:2][C:3]1[CH:8]=[CH:7][C:6]([NH:9][C:10]2[CH:11]=[CH:12][CH:13]=[CH:14][CH:15]=2)=[CH:5][CH:4]=1)=[O:20]. The yield is 0.590.